Task: Predict the product of the given reaction.. Dataset: Forward reaction prediction with 1.9M reactions from USPTO patents (1976-2016) (1) The product is: [Br:21][C:7]1[CH:8]=[N:9][C:10]2[C:5]([C:6]=1[OH:12])=[CH:4][C:3]([I:13])=[C:2]([Cl:1])[CH:11]=2. Given the reactants [Cl:1][C:2]1[CH:11]=[C:10]2[C:5]([C:6]([OH:12])=[CH:7][CH:8]=[N:9]2)=[CH:4][C:3]=1[I:13].C1C(=O)N([Br:21])C(=O)C1, predict the reaction product. (2) Given the reactants Cl.[N:2]1[CH:7]=[CH:6][CH:5]=[CH:4][C:3]=1[N:8]([CH2:32][CH2:33][C:34]([O:36][CH3:37])=[O:35])[C:9]([C:11]1[CH:31]=[CH:30][C:14]2[N:15]([CH3:29])[C:16]([CH2:18][NH:19][C:20]3[CH:25]=[CH:24][C:23]([C:26](=[NH:28])[NH2:27])=[CH:22][CH:21]=3)=[N:17][C:13]=2[CH:12]=1)=[O:10].[C:38](Cl)(=[O:45])[C:39]1[CH:44]=[CH:43][CH:42]=[CH:41][CH:40]=1, predict the reaction product. The product is: [N:2]1[CH:7]=[CH:6][CH:5]=[CH:4][C:3]=1[N:8]([CH2:32][CH2:33][C:34]([O:36][CH3:37])=[O:35])[C:9]([C:11]1[CH:31]=[CH:30][C:14]2[N:15]([CH3:29])[C:16]([CH2:18][NH:19][C:20]3[CH:25]=[CH:24][C:23]([C:26](=[NH:27])[NH:28][C:38](=[O:45])[C:39]4[CH:44]=[CH:43][CH:42]=[CH:41][CH:40]=4)=[CH:22][CH:21]=3)=[N:17][C:13]=2[CH:12]=1)=[O:10]. (3) Given the reactants [CH3:1][N:2]1[C:9](=[O:10])[CH2:8][C:6](=[O:7])[N:5]([CH3:11])[C:3]1=[O:4].[CH3:12][O:13][CH:14](OC)[CH2:15][CH:16](OC)OC.FC(F)(F)C(O)=O, predict the reaction product. The product is: [CH3:12][O:13][CH:14]=[CH:15][CH:16]=[C:8]1[C:9](=[O:10])[N:2]([CH3:1])[C:3](=[O:4])[N:5]([CH3:11])[C:6]1=[O:7]. (4) Given the reactants [CH2:1]([NH:9][CH:10]1[CH2:15][CH2:14][CH:13]([C:16]2[N:17]=[N:18][N:19]3[C:24]=2[C:23]2[CH:25]=[CH:26][NH:27][C:22]=2[N:21]=[CH:20]3)[CH2:12][CH2:11]1)[CH2:2][C:3]1[CH:8]=[CH:7][CH:6]=[CH:5][CH:4]=1.C1(C2CCC(NC3C=CC(C#N)=CC=3)CC2)N=NN2C=1C1C=CNC=1N=C2, predict the reaction product. The product is: [CH2:1]([NH:9][C@H:10]1[CH2:15][CH2:14][C@@H:13]([C:16]2[N:17]=[N:18][N:19]3[C:24]=2[C:23]2[CH:25]=[CH:26][NH:27][C:22]=2[N:21]=[CH:20]3)[CH2:12][CH2:11]1)[CH2:2][C:3]1[CH:8]=[CH:7][CH:6]=[CH:5][CH:4]=1.[CH2:1]([NH:9][C@H:10]1[CH2:15][CH2:14][C@H:13]([C:16]2[N:17]=[N:18][N:19]3[C:24]=2[C:23]2[CH:25]=[CH:26][NH:27][C:22]=2[N:21]=[CH:20]3)[CH2:12][CH2:11]1)[CH2:2][C:3]1[CH:8]=[CH:7][CH:6]=[CH:5][CH:4]=1. (5) Given the reactants CCCC[N+](CCCC)(CCCC)CCCC.[F-].[C:19]([C@@H:27]1[CH2:32][C@@H:31]([O:33][Si:34]([C:37]([CH3:40])([CH3:39])[CH3:38])([CH3:36])[CH3:35])[CH2:30][C@H:29]([O:41][Si](C(C)(C)C)(C)C)[C@H:28]1[CH2:49][C:50](=[O:57])[C:51]1[CH:56]=[CH:55][CH:54]=[CH:53][CH:52]=1)(=[O:26])[C:20]1[CH:25]=[CH:24][CH:23]=[CH:22][CH:21]=1.CCOC(C)=O, predict the reaction product. The product is: [C:19]([C@@H:27]1[CH2:32][C@H:31]([O:33][Si:34]([C:37]([CH3:39])([CH3:38])[CH3:40])([CH3:35])[CH3:36])[CH2:30][C@H:29]([OH:41])[C@H:28]1[CH2:49][C:50](=[O:57])[C:51]1[CH:52]=[CH:53][CH:54]=[CH:55][CH:56]=1)(=[O:26])[C:20]1[CH:25]=[CH:24][CH:23]=[CH:22][CH:21]=1. (6) Given the reactants [F:1][C@@H:2]1[C@@H:7]([C:8]2[CH:13]=[CH:12][C:11]([OH:14])=[CH:10][CH:9]=2)[CH2:6][CH2:5][N:4](C(OC(C)(C)C)=O)[CH2:3]1.[C:22]([OH:28])([C:24]([F:27])([F:26])[F:25])=[O:23], predict the reaction product. The product is: [F:25][C:24]([F:27])([F:26])[C:22]([OH:28])=[O:23].[F:1][C@@H:2]1[C@@H:7]([C:8]2[CH:13]=[CH:12][C:11]([OH:14])=[CH:10][CH:9]=2)[CH2:6][CH2:5][NH:4][CH2:3]1. (7) Given the reactants [NH2:1][C:2]12[CH2:7][C:6]1([CH2:8][OH:9])[CH2:5][N:4]([C:10]1[C:15]([F:16])=[CH:14][N:13]=[C:12]([Cl:17])[N:11]=1)[CH2:3]2.[F:18][C:19]1([F:25])[CH2:21][C@H:20]1[C:22](O)=[O:23].CCN(C(C)C)C(C)C, predict the reaction product. The product is: [Cl:17][C:12]1[N:11]=[C:10]([N:4]2[CH2:5][C@:6]3([CH2:8][OH:9])[C@@:2]([NH:1][C:22]([C@@H:20]4[CH2:21][C:19]4([F:25])[F:18])=[O:23])([CH2:7]3)[CH2:3]2)[C:15]([F:16])=[CH:14][N:13]=1.